From a dataset of Full USPTO retrosynthesis dataset with 1.9M reactions from patents (1976-2016). Predict the reactants needed to synthesize the given product. Given the product [CH3:16][O:15][CH2:14][CH:13]([O:12][C:10]1[CH:9]=[C:4]([CH:3]=[C:2]([O:1][C:33]2[CH:34]=[CH:35][C:36]([C:39]3[O:40][C:41]([CH3:44])=[N:42][N:43]=3)=[CH:37][CH:38]=2)[CH:11]=1)[C:5]([O:7][CH3:8])=[O:6])[CH3:17], predict the reactants needed to synthesize it. The reactants are: [OH:1][C:2]1[CH:3]=[C:4]([CH:9]=[C:10]([O:12][CH:13]([CH3:17])[CH2:14][O:15][CH3:16])[CH:11]=1)[C:5]([O:7][CH3:8])=[O:6].Cl.CN(C)CC(O)=O.C(=O)([O-])[O-].[Cs+].[Cs+].I[C:33]1[CH:38]=[CH:37][C:36]([C:39]2[O:40][C:41]([CH3:44])=[N:42][N:43]=2)=[CH:35][CH:34]=1.